Dataset: Catalyst prediction with 721,799 reactions and 888 catalyst types from USPTO. Task: Predict which catalyst facilitates the given reaction. (1) Reactant: [Br:1]N1C(=O)CCC1=O.[CH2:9]([O:16][C:17]1[C:22]([NH2:23])=[C:21]([F:24])[C:20]([F:25])=[CH:19][CH:18]=1)[C:10]1[CH:15]=[CH:14][CH:13]=[CH:12][CH:11]=1.O. Product: [CH2:9]([O:16][C:17]1[C:22]([NH2:23])=[C:21]([F:24])[C:20]([F:25])=[C:19]([Br:1])[CH:18]=1)[C:10]1[CH:11]=[CH:12][CH:13]=[CH:14][CH:15]=1. The catalyst class is: 4. (2) Reactant: [Si]([O:8][C:9]1[CH:22]=[C:21]2[C:12]([C@@:13]3([CH2:31][CH3:32])[C@H:18]([CH2:19][CH2:20]2)[CH2:17][C@:16]([C:24]2[CH:25]=[N:26][CH:27]=[CH:28][CH:29]=2)([OH:23])[C@@H:15]([OH:30])[CH2:14]3)=[CH:11][CH:10]=1)(C(C)(C)C)(C)C.C(O)(=O)C.[F-].C([N+](CCCC)(CCCC)CCCC)CCC. Product: [CH2:31]([C@:13]12[C:12]3[C:21](=[CH:22][C:9]([OH:8])=[CH:10][CH:11]=3)[CH2:20][CH2:19][C@@H:18]1[CH2:17][C@:16]([C:24]1[CH:25]=[N:26][CH:27]=[CH:28][CH:29]=1)([OH:23])[C@@H:15]([OH:30])[CH2:14]2)[CH3:32]. The catalyst class is: 7. (3) Reactant: [N:1]1[C:10]2[CH:9]([NH:11][CH2:12][CH2:13][CH2:14][CH2:15][N:16]3[C:24](=[O:25])[C:23]4[C:18](=[CH:19][CH:20]=[CH:21][CH:22]=4)[C:17]3=[O:26])[CH2:8][CH2:7][CH2:6][C:5]=2[CH:4]=[CH:3][CH:2]=1.C(N(C(C)C)CC)(C)C.[I-].[K+].Cl[CH2:39][C:40]1[NH:44][C:43]2[C:45]([F:49])=[CH:46][CH:47]=[CH:48][C:42]=2[N:41]=1. Product: [F:49][C:45]1[C:43]2[N:44]=[C:40]([CH2:39][N:11]([CH:9]3[C:10]4[N:1]=[CH:2][CH:3]=[CH:4][C:5]=4[CH2:6][CH2:7][CH2:8]3)[CH2:12][CH2:13][CH2:14][CH2:15][N:16]3[C:24](=[O:25])[C:23]4[C:18](=[CH:19][CH:20]=[CH:21][CH:22]=4)[C:17]3=[O:26])[NH:41][C:42]=2[CH:48]=[CH:47][CH:46]=1. The catalyst class is: 10. (4) The catalyst class is: 6. Reactant: Cl[C:2]1[N:6]([CH3:7])[C:5]2[C:8]([CH:15]([CH2:18][CH3:19])[CH2:16][CH3:17])=[CH:9][CH:10]=[C:11]([O:12][CH2:13][CH3:14])[C:4]=2[N:3]=1.[Cl:20][C:21]1[CH:26]=[C:25]([Cl:27])[CH:24]=[C:23]([CH3:28])[C:22]=1[OH:29].C(=O)([O-])[O-].[K+].[K+].CN(C)C=O. Product: [Cl:20][C:21]1[CH:26]=[C:25]([Cl:27])[CH:24]=[C:23]([CH3:28])[C:22]=1[O:29][C:2]1[N:6]([CH3:7])[C:5]2[C:8]([CH:15]([CH2:18][CH3:19])[CH2:16][CH3:17])=[CH:9][CH:10]=[C:11]([O:12][CH2:13][CH3:14])[C:4]=2[N:3]=1. (5) Reactant: C([O-])([O-])=O.[Cs+].[Cs+].[Br:7][C:8]1[CH:9]=[N:10][NH:11][CH:12]=1.Br.Br[CH2:15][CH2:16][N:17]([CH2:20][CH3:21])[CH2:18][CH3:19]. Product: [Br:7][C:8]1[CH:9]=[N:10][N:11]([CH2:15][CH2:16][N:17]([CH2:20][CH3:21])[CH2:18][CH3:19])[CH:12]=1. The catalyst class is: 18. (6) Reactant: [F:1][CH2:2][CH2:3]I.[CH2:5]([N:8]([S:31]([CH2:34][C:35]1[CH:40]=[CH:39][CH:38]=[CH:37][CH:36]=1)(=[O:33])=[O:32])[C:9]([CH:11]1[CH2:16][CH2:15][N:14]([C:17]2[NH:22][C:21](=[O:23])[C:20]([C:24]([O:26][CH2:27][CH3:28])=[O:25])=[CH:19][C:18]=2[C:29]#[N:30])[CH2:13][CH2:12]1)=[O:10])[CH:6]=[CH2:7]. Product: [CH2:5]([N:8]([S:31]([CH2:34][C:35]1[CH:36]=[CH:37][CH:38]=[CH:39][CH:40]=1)(=[O:33])=[O:32])[C:9]([CH:11]1[CH2:16][CH2:15][N:14]([C:17]2[C:18]([C:29]#[N:30])=[CH:19][C:20]([C:24]([O:26][CH2:27][CH3:28])=[O:25])=[C:21]([O:23][CH2:3][CH2:2][F:1])[N:22]=2)[CH2:13][CH2:12]1)=[O:10])[CH:6]=[CH2:7]. The catalyst class is: 10. (7) Reactant: [I:1][C:2]1[N:3]=[C:4]([C@@H:7]2[CH2:11][CH2:10][CH2:9][N:8]2C(OC(C)(C)C)=O)[NH:5][CH:6]=1.[ClH:19]. Product: [ClH:19].[I:1][C:2]1[N:3]=[C:4]([C@@H:7]2[CH2:11][CH2:10][CH2:9][NH:8]2)[NH:5][CH:6]=1. The catalyst class is: 2.